The task is: Regression. Given two drug SMILES strings and cell line genomic features, predict the synergy score measuring deviation from expected non-interaction effect.. This data is from NCI-60 drug combinations with 297,098 pairs across 59 cell lines. (1) Drug 1: COC1=CC(=CC(=C1O)OC)C2C3C(COC3=O)C(C4=CC5=C(C=C24)OCO5)OC6C(C(C7C(O6)COC(O7)C8=CC=CS8)O)O. Cell line: RXF 393. Synergy scores: CSS=12.2, Synergy_ZIP=-5.90, Synergy_Bliss=-5.12, Synergy_Loewe=-22.0, Synergy_HSA=-6.65. Drug 2: CCC(=C(C1=CC=CC=C1)C2=CC=C(C=C2)OCCN(C)C)C3=CC=CC=C3.C(C(=O)O)C(CC(=O)O)(C(=O)O)O. (2) Drug 1: CN(CC1=CN=C2C(=N1)C(=NC(=N2)N)N)C3=CC=C(C=C3)C(=O)NC(CCC(=O)O)C(=O)O. Drug 2: C(CC(=O)O)C(=O)CN.Cl. Cell line: HCT-15. Synergy scores: CSS=38.7, Synergy_ZIP=-3.70, Synergy_Bliss=-7.58, Synergy_Loewe=-11.0, Synergy_HSA=-4.73. (3) Drug 1: C1CC(=O)NC(=O)C1N2C(=O)C3=CC=CC=C3C2=O. Drug 2: CCC1(C2=C(COC1=O)C(=O)N3CC4=CC5=C(C=CC(=C5CN(C)C)O)N=C4C3=C2)O.Cl. Cell line: OVCAR-5. Synergy scores: CSS=0.847, Synergy_ZIP=-4.79, Synergy_Bliss=-8.40, Synergy_Loewe=-29.5, Synergy_HSA=-10.0. (4) Drug 1: C1=NC2=C(N1)C(=S)N=CN2. Drug 2: C1C(C(OC1N2C=NC3=C2NC=NCC3O)CO)O. Cell line: MOLT-4. Synergy scores: CSS=50.6, Synergy_ZIP=1.77, Synergy_Bliss=0.376, Synergy_Loewe=-22.0, Synergy_HSA=0.516. (5) Drug 2: CC1=C(C(CCC1)(C)C)C=CC(=CC=CC(=CC(=O)O)C)C. Synergy scores: CSS=-3.95, Synergy_ZIP=1.12, Synergy_Bliss=-1.74, Synergy_Loewe=-5.29, Synergy_HSA=-4.76. Cell line: HCT-15. Drug 1: CCCS(=O)(=O)NC1=C(C(=C(C=C1)F)C(=O)C2=CNC3=C2C=C(C=N3)C4=CC=C(C=C4)Cl)F. (6) Cell line: HS 578T. Drug 2: CC1C(C(CC(O1)OC2CC(CC3=C2C(=C4C(=C3O)C(=O)C5=CC=CC=C5C4=O)O)(C(=O)C)O)N)O. Synergy scores: CSS=75.9, Synergy_ZIP=23.6, Synergy_Bliss=23.6, Synergy_Loewe=27.0, Synergy_HSA=27.6. Drug 1: CC1=C(C(=CC=C1)Cl)NC(=O)C2=CN=C(S2)NC3=CC(=NC(=N3)C)N4CCN(CC4)CCO. (7) Drug 1: CC12CCC3C(C1CCC2=O)CC(=C)C4=CC(=O)C=CC34C. Cell line: HOP-62. Synergy scores: CSS=13.4, Synergy_ZIP=0.308, Synergy_Bliss=-0.602, Synergy_Loewe=-38.8, Synergy_HSA=-4.19. Drug 2: CN(C)C1=NC(=NC(=N1)N(C)C)N(C)C.